This data is from Forward reaction prediction with 1.9M reactions from USPTO patents (1976-2016). The task is: Predict the product of the given reaction. (1) Given the reactants [NH2:1][C:2]1[S:3][C:4](Cl)=[C:5]([C:7]([NH:9][CH2:10][CH3:11])=[O:8])[N:6]=1.[CH3:13][O-:14].[Na+], predict the reaction product. The product is: [NH2:1][C:2]1[S:3][C:4]([O:14][CH3:13])=[C:5]([C:7]([NH:9][CH2:10][CH3:11])=[O:8])[N:6]=1. (2) The product is: [Cl:2][C:3]1[CH:4]=[C:5]([N:10]2[C:15](=[O:16])[CH:14]=[C:13]([O:17][CH:18]3[CH2:19][CH2:20][N:21]([C:37]4[N:42]=[CH:41][C:40]([CH2:43][CH2:44][CH3:45])=[CH:39][N:38]=4)[CH2:22][CH2:23]3)[C:12]([C:24]([OH:26])=[O:25])=[N:11]2)[CH:6]=[CH:7][C:8]=1[Cl:9]. Given the reactants Cl.[Cl:2][C:3]1[CH:4]=[C:5]([N:10]2[C:15](=[O:16])[CH:14]=[C:13]([O:17][CH:18]3[CH2:23][CH2:22][NH:21][CH2:20][CH2:19]3)[C:12]([C:24]([OH:26])=[O:25])=[N:11]2)[CH:6]=[CH:7][C:8]=1[Cl:9].CCN(C(C)C)C(C)C.Cl[C:37]1[N:42]=[CH:41][C:40]([CH2:43][CH2:44][CH3:45])=[CH:39][N:38]=1.CCOC(C)=O, predict the reaction product. (3) Given the reactants C(O[C:5]1[C:6](=[O:18])[C:7](=[O:17])[C:8]=1[C:9]1[CH:14]=[CH:13][C:12]([O:15][CH3:16])=[CH:11][CH:10]=1)(C)C.[F:19][C:20]([F:31])([F:30])[C:21]1[CH:22]=[C:23]([CH:27]=[CH:28][CH:29]=1)[CH2:24][CH2:25][NH2:26], predict the reaction product. The product is: [CH3:16][O:15][C:12]1[CH:11]=[CH:10][C:9]([C:8]2[C:7](=[O:17])[C:6](=[O:18])[C:5]=2[NH:26][CH2:25][CH2:24][C:23]2[CH:27]=[CH:28][CH:29]=[C:21]([C:20]([F:19])([F:30])[F:31])[CH:22]=2)=[CH:14][CH:13]=1. (4) Given the reactants [Cl:1][CH2:2][CH2:3][CH:4]([C:6]1[S:7][CH:8]=[CH:9][CH:10]=1)[OH:5].C1(=O)OC(=O)CC1, predict the reaction product. The product is: [Cl:1][CH2:2][CH2:3][C@@H:4]([C:6]1[S:7][CH:8]=[CH:9][CH:10]=1)[OH:5]. (5) Given the reactants S(=O)(=O)(O)O.FC(F)(F)C(O)=O.[F:13][C:14]1[CH:20]=[CH:19][C:17]([NH2:18])=[CH:16][CH:15]=1.N([O-])=O.[Na+].[N-:25]=[N+:26]=[N-].[Na+], predict the reaction product. The product is: [N:18]([C:17]1[CH:19]=[CH:20][C:14]([F:13])=[CH:15][CH:16]=1)=[N+:25]=[N-:26]. (6) Given the reactants [CH3:1][C:2]1[CH:3]=[C:4]([C:9]2[CH:17]=[CH:16][CH:15]=[C:14]3[C:10]=2[CH:11]=[C:12]([CH:18]([CH3:20])[CH3:19])[CH2:13]3)[CH:5]=[C:6]([CH3:8])[CH:7]=1.[Li:21]CCCC, predict the reaction product. The product is: [CH3:8][C:6]1[CH:5]=[C:4]([C:9]2[CH:17]=[CH:16][CH:15]=[C:14]3[C:10]=2[CH:11]=[C:12]([CH:18]([CH3:20])[CH3:19])[CH-:13]3)[CH:3]=[C:2]([CH3:1])[CH:7]=1.[Li+:21]. (7) Given the reactants [NH2:1][C:2]1[C:19]([OH:20])=[CH:18][C:5]2[CH2:6][CH2:7][N:8](C(OC(C)(C)C)=[O:12])[CH2:9][CH2:10][C:4]=2[CH:3]=1.[F:21][C:22]([F:28])([F:27])[CH2:23][C:24]([Cl:26])=[O:25].CN([CH:32]=[O:33])C.[Cl:34]C1C=CC=CC=1, predict the reaction product. The product is: [F:21][C:22]([F:28])([F:27])[CH2:23][C:24]1[O:20][C:19]2[C:2]([N:1]=1)=[CH:3][C:4]1[CH2:10][CH2:9][NH:8][CH2:7][CH2:6][C:5]=1[CH:18]=2.[F:21][C:22]([F:28])([F:27])[CH2:23][C:24]([OH:12])=[O:25].[C:32]([Cl:34])(=[O:33])[C:24]([Cl:26])=[O:25]. (8) Given the reactants CO[C:3]([C:5]1([CH2:11][CH2:12][NH:13][C:14]2[C:15]([CH3:31])=[N:16][C:17]([N:20]3[CH2:24][CH2:23][C@@H:22]([N:25]4[CH2:29][CH2:28][CH2:27][C@@H:26]4[CH3:30])[CH2:21]3)=[CH:18][CH:19]=2)[CH2:10][CH2:9][CH2:8][CH2:7][CH2:6]1)=[O:4], predict the reaction product. The product is: [CH3:31][C:15]1[C:14]([N:13]2[CH2:12][CH2:11][C:5]3([CH2:10][CH2:9][CH2:8][CH2:7][CH2:6]3)[C:3]2=[O:4])=[CH:19][CH:18]=[C:17]([N:20]2[CH2:24][CH2:23][C@@H:22]([N:25]3[CH2:29][CH2:28][CH2:27][C@@H:26]3[CH3:30])[CH2:21]2)[N:16]=1.[NH3:13].